Task: Predict the reactants needed to synthesize the given product.. Dataset: Full USPTO retrosynthesis dataset with 1.9M reactions from patents (1976-2016) Given the product [CH3:12][O:13][C:14]1[CH:21]=[CH:20][CH:19]=[CH:18][C:15]=1[CH2:16][NH:17][C:7]([NH:6][C:2]1[S:1][CH:5]=[CH:4][N:3]=1)=[NH:9], predict the reactants needed to synthesize it. The reactants are: [S:1]1[CH:5]=[CH:4][N:3]=[C:2]1[NH:6][C:7]([NH2:9])=S.CI.[CH3:12][O:13][C:14]1[CH:21]=[CH:20][CH:19]=[CH:18][C:15]=1[CH2:16][NH2:17].